This data is from Catalyst prediction with 721,799 reactions and 888 catalyst types from USPTO. The task is: Predict which catalyst facilitates the given reaction. Reactant: [OH:1][C:2]1[C:7]([C:8]([F:11])([F:10])[F:9])=[CH:6][CH:5]=[CH:4][C:3]=1[C:12]1[N:17]=[C:16]([N:18]2[C:22]([C:23]([F:26])([F:25])[F:24])=[C:21]([C:27]([O:29][CH2:30][CH3:31])=[O:28])[CH:20]=[N:19]2)[CH:15]=[CH:14][CH:13]=1.O[CH2:33][C:34]1[CH:39]=[CH:38][C:37]([CH:40]2[CH2:43]N(C(OCCCC)=O)[CH2:41]2)=[CH:36][CH:35]=1.[C:51]1(P(C2C=CC=CC=2)C2C=CC=CC=2)C=CC=CC=1.[N:70]([C:78]([O:80][CH:81]([CH3:83])[CH3:82])=[O:79])=[N:70][C:78]([O:80][CH:81]([CH3:83])[CH3:82])=[O:79]. Product: [C:81]([O:80][C:78]([N:70]1[CH2:41][CH:40]([C:37]2[CH:36]=[CH:35][C:34]([CH2:33][O:1][C:2]3[C:7]([C:8]([F:9])([F:10])[F:11])=[CH:6][CH:5]=[CH:4][C:3]=3[C:12]3[N:17]=[C:16]([N:18]4[C:22]([C:23]([F:26])([F:25])[F:24])=[C:21]([C:27]([O:29][CH2:30][CH3:31])=[O:28])[CH:20]=[N:19]4)[CH:15]=[CH:14][CH:13]=3)=[CH:39][CH:38]=2)[CH2:43]1)=[O:79])([CH3:82])([CH3:83])[CH3:51]. The catalyst class is: 2.